This data is from Catalyst prediction with 721,799 reactions and 888 catalyst types from USPTO. The task is: Predict which catalyst facilitates the given reaction. Reactant: Br[C:2]1[CH:11]=[N:10][C:9]2[C:8]([N:12]3[CH2:17][CH2:16][O:15][CH2:14][CH2:13]3)=[N:7][C:6]([Cl:18])=[N:5][C:4]=2[CH:3]=1.[CH:19]([C:21]1[O:25][C:24](B(O)O)=[CH:23][CH:22]=1)=[O:20].C(=O)([O-])[O-].[Na+].[Na+].CCO. Product: [Cl:18][C:6]1[N:7]=[C:8]([N:12]2[CH2:17][CH2:16][O:15][CH2:14][CH2:13]2)[C:9]2[N:10]=[CH:11][C:2]([C:24]3[O:25][C:21]([CH:19]=[O:20])=[CH:22][CH:23]=3)=[CH:3][C:4]=2[N:5]=1. The catalyst class is: 189.